This data is from Forward reaction prediction with 1.9M reactions from USPTO patents (1976-2016). The task is: Predict the product of the given reaction. Given the reactants [C:1]([C:3]1[CH:8]=[CH:7][C:6]([CH2:9][CH2:10][C:11]([O:13][CH3:14])=[O:12])=[CH:5][CH:4]=1)#[CH:2].Br[C:16]1[CH:21]=[CH:20][CH:19]=[C:18]([CH2:22][N+:23]#[C-:24])[CH:17]=1, predict the reaction product. The product is: [N+:23]([CH2:22][C:18]1[CH:17]=[C:16]([C:2]#[C:1][C:3]2[CH:8]=[CH:7][C:6]([CH2:9][CH2:10][C:11]([O:13][CH3:14])=[O:12])=[CH:5][CH:4]=2)[CH:21]=[CH:20][CH:19]=1)#[C-:24].